From a dataset of NCI-60 drug combinations with 297,098 pairs across 59 cell lines. Regression. Given two drug SMILES strings and cell line genomic features, predict the synergy score measuring deviation from expected non-interaction effect. (1) Drug 1: COC1=CC(=CC(=C1O)OC)C2C3C(COC3=O)C(C4=CC5=C(C=C24)OCO5)OC6C(C(C7C(O6)COC(O7)C8=CC=CS8)O)O. Synergy scores: CSS=12.6, Synergy_ZIP=-6.11, Synergy_Bliss=-7.77, Synergy_Loewe=-5.89, Synergy_HSA=-5.01. Drug 2: CC1=C(C(=O)C2=C(C1=O)N3CC4C(C3(C2COC(=O)N)OC)N4)N. Cell line: UACC-257. (2) Drug 1: C1CC(=O)NC(=O)C1N2CC3=C(C2=O)C=CC=C3N. Drug 2: CC1=C(C=C(C=C1)NC(=O)C2=CC=C(C=C2)CN3CCN(CC3)C)NC4=NC=CC(=N4)C5=CN=CC=C5. Cell line: 786-0. Synergy scores: CSS=6.33, Synergy_ZIP=-2.67, Synergy_Bliss=-2.96, Synergy_Loewe=-1.45, Synergy_HSA=-0.541. (3) Drug 1: CCC1=CC2CC(C3=C(CN(C2)C1)C4=CC=CC=C4N3)(C5=C(C=C6C(=C5)C78CCN9C7C(C=CC9)(C(C(C8N6C)(C(=O)OC)O)OC(=O)C)CC)OC)C(=O)OC.C(C(C(=O)O)O)(C(=O)O)O. Drug 2: COC1=C2C(=CC3=C1OC=C3)C=CC(=O)O2. Cell line: HOP-62. Synergy scores: CSS=22.4, Synergy_ZIP=0.641, Synergy_Bliss=-0.588, Synergy_Loewe=-24.9, Synergy_HSA=0.103. (4) Drug 1: C1=CC(=C2C(=C1NCCNCCO)C(=O)C3=C(C=CC(=C3C2=O)O)O)NCCNCCO. Drug 2: C1CCC(C(C1)N)N.C(=O)(C(=O)[O-])[O-].[Pt+4]. Cell line: UACC62. Synergy scores: CSS=36.6, Synergy_ZIP=-3.32, Synergy_Bliss=-3.22, Synergy_Loewe=-2.12, Synergy_HSA=-0.324.